From a dataset of Experimentally validated miRNA-target interactions with 360,000+ pairs, plus equal number of negative samples. Binary Classification. Given a miRNA mature sequence and a target amino acid sequence, predict their likelihood of interaction. (1) The miRNA is mmu-miR-693-3p with sequence GCAGCUUUCAGAUGUGGCUGUAA. The protein sequence of the target gene is MSRSRASIHRGSIPAMSYAPFRDVRGPSMHRTQYVHSPYDRPGWNPRFCIISGNQLLMLDEDEIHPLLIRDRRSESSRNKLLRRTVSVPVEGRPHGEHEYHLGRSRRKSVPGGKQYSMEGAPAAPFRPSQGFLSRRLKSSIKRTKSQPKLDRTSSFRQILPRFRSADHDRARLMQSFKESHSHESLLSPSSAAEALELNLDEDSIIKPVHSSILGQEFCFEVTTSSGTKCFACRSAAERDKWIENLQRAVKPNKDNSRRVDNVLKLWIIEARELPPKKRYYCELCLDDMLYARTTSKPRS.... Result: 0 (no interaction). (2) The miRNA is cel-miR-56-3p with sequence UACCCGUAAUGUUUCCGCUGAG. The protein sequence of the target gene is MKDKRKKKDRTWAEAARLALEKHPNSPMTAKQILEVIQKEGLKETGTSPLACLNAMLHTNTRVGDGTFFKIPGKSGLYALRKEESSCPVDGTLDLVVDPDLDGAEMAEASANGEENRVCTKQVTDEVSSTRDCSLTNTAVQSKLVSSFQQHTKKALKQALRQQQKRRNGVSMMVNKTVPRVVLTPLKVSDEQSDSPSGSESKNGEADSSDKEMKHGQKSPTGKQTSQHLKRLKKSGLGHLKWTKAEDIDIETPGSILVNTNLRALINKHTFASFPQHFQQYLLLLLPEVDRQMGSDGILR.... Result: 0 (no interaction). (3) Result: 1 (interaction). The miRNA is hsa-miR-6872-3p with sequence CCCAUGCCUCCUGCCGCGGUC. The protein sequence of the target gene is MAARWSSENVVVEFRDSQATAMSVDCLGQHAVLSGRRFLYIVNLDAPFEGHRKISRQSKWDIGAVQWNPHDSFAHYFAASSNQRVDLYKWKDGSGEVGTTLQGHTRVISDLDWAVFEPDLLVTSSVDTYIYIWDIKDTRKPTVALSAVAGASQVKWNKKNANCLATSHDGDVRIWDKRKPSTAVEYLAAHLSKIHGLDWHPDSEHILATSSQDNSVKFWDYRQPRKYLNILPCQVPVWKARYTPFSNGLVTVMVPQLRRENSLLLWNVFDLNTPVHTFVGHDDVVLEFQWRKQKEGSKDY....